This data is from Forward reaction prediction with 1.9M reactions from USPTO patents (1976-2016). The task is: Predict the product of the given reaction. (1) Given the reactants COC1C=C(OC)C=CC=1C[N:6]1[CH2:14][C:13]2[C:12]([F:15])=[C:11]([NH:16][C@@H:17]3[CH2:22][CH2:21][CH2:20][CH2:19][C@@H:18]3[NH:23]C(=O)OC(C)(C)C)[N:10]=[C:9]([C:31]3[CH:32]=[N:33][N:34]([CH3:36])[CH:35]=3)[C:8]=2[C:7]1=[O:37].[C:44]([OH:50])([C:46]([F:49])([F:48])[F:47])=[O:45], predict the reaction product. The product is: [NH2:23][C@H:18]1[CH2:19][CH2:20][CH2:21][CH2:22][C@H:17]1[NH:16][C:11]1[N:10]=[C:9]([C:31]2[CH:32]=[N:33][N:34]([CH3:36])[CH:35]=2)[C:8]2[C:7](=[O:37])[NH:6][CH2:14][C:13]=2[C:12]=1[F:15].[C:44]([OH:50])([C:46]([F:49])([F:48])[F:47])=[O:45]. (2) Given the reactants [N:1]1([CH2:7][C:8]2[CH:13]=[CH:12][C:11]([CH2:14][N:15]3[CH2:20][CH2:19][N:18]([C:21]4[C:26]([C:27]([O:29][CH:30]([CH3:32])[CH3:31])=[O:28])=[CH:25][CH:24]=[CH:23][N:22]=4)[CH2:17][CH2:16]3)=[CH:10][CH:9]=2)[CH2:6][CH2:5][NH:4][CH2:3][CH2:2]1.[Cl:33][C:34]1[CH:41]=[CH:40][CH:39]=[C:38]([F:42])[C:35]=1[CH:36]=O.CC(O)=O.[BH-](OC(C)=O)(OC(C)=O)OC(C)=O.[Na+], predict the reaction product. The product is: [Cl:33][C:34]1[CH:41]=[CH:40][CH:39]=[C:38]([F:42])[C:35]=1[CH2:36][N:4]1[CH2:5][CH2:6][N:1]([CH2:7][C:8]2[CH:13]=[CH:12][C:11]([CH2:14][N:15]3[CH2:16][CH2:17][N:18]([C:21]4[C:26]([C:27]([O:29][CH:30]([CH3:32])[CH3:31])=[O:28])=[CH:25][CH:24]=[CH:23][N:22]=4)[CH2:19][CH2:20]3)=[CH:10][CH:9]=2)[CH2:2][CH2:3]1.